Dataset: Forward reaction prediction with 1.9M reactions from USPTO patents (1976-2016). Task: Predict the product of the given reaction. (1) Given the reactants Br[CH2:2][CH2:3][CH2:4][O:5][C:6]1[CH:7]=[C:8]2[C:12](=[CH:13][CH:14]=1)[C@H:11]([CH2:15][C:16]([O:18][CH2:19][CH3:20])=[O:17])[CH2:10][CH2:9]2.[Br:21][C:22]1[CH:27]=[CH:26][C:25]([OH:28])=[C:24]([O:29][CH3:30])[CH:23]=1.C([O-])([O-])=O.[Cs+].[Cs+], predict the reaction product. The product is: [Br:21][C:22]1[CH:27]=[CH:26][C:25]([O:28][CH2:2][CH2:3][CH2:4][O:5][C:6]2[CH:7]=[C:8]3[C:12](=[CH:13][CH:14]=2)[C@H:11]([CH2:15][C:16]([O:18][CH2:19][CH3:20])=[O:17])[CH2:10][CH2:9]3)=[C:24]([O:29][CH3:30])[CH:23]=1. (2) Given the reactants [H-].[Na+].[C:3]([O:7][C:8]([N:10]1[C@H:15]([C:16](=[O:29])[NH:17][C@@H:18]([C:21]2[CH:26]=[CH:25][CH:24]=[C:23]([Cl:27])[C:22]=2[F:28])[CH2:19][OH:20])[CH2:14][C@@H:13]2[C@H:11]1[CH2:12]2)=[O:9])([CH3:6])([CH3:5])[CH3:4].IC.[C:32]([O-])(O)=O.[Na+], predict the reaction product. The product is: [C:3]([O:7][C:8]([N:10]1[C@H:15]([C:16](=[O:29])[NH:17][C@@H:18]([C:21]2[CH:26]=[CH:25][CH:24]=[C:23]([Cl:27])[C:22]=2[F:28])[CH2:19][O:20][CH3:32])[CH2:14][C@@H:13]2[C@H:11]1[CH2:12]2)=[O:9])([CH3:6])([CH3:4])[CH3:5]. (3) Given the reactants [CH3:1][C:2]([O:5][C:6]([N:8]([CH2:13][C:14]1[CH:19]=[CH:18][CH:17]=[CH:16][CH:15]=1)[CH2:9][C:10]([OH:12])=O)=[O:7])([CH3:4])[CH3:3].CCN(C(C)C)C(C)C.CN(C(ON1N=NC2C=CC=CC1=2)=[N+](C)C)C.[B-](F)(F)(F)F.[C:51]1([CH2:57][NH:58][CH2:59][CH:60]=[CH2:61])[CH:56]=[CH:55][CH:54]=[CH:53][CH:52]=1, predict the reaction product. The product is: [O:12]=[C:10]([N:58]([CH2:57][C:51]1[CH:56]=[CH:55][CH:54]=[CH:53][CH:52]=1)[CH2:59][CH:60]=[CH2:61])[CH2:9][N:8]([CH2:13][C:14]1[CH:19]=[CH:18][CH:17]=[CH:16][CH:15]=1)[C:6](=[O:7])[O:5][C:2]([CH3:1])([CH3:3])[CH3:4]. (4) Given the reactants Br[C:2]1[C:11]2[C:6](=[CH:7][C:8]([C:12]3[CH:17]=[CH:16][CH:15]=[C:14]([OH:18])[CH:13]=3)=[CH:9][CH:10]=2)[CH:5]=[CH:4][C:3]=1[OH:19].B(O)(O)[C:21]1[CH:26]=[CH:25][CH:24]=[N:23][CH:22]=1, predict the reaction product. The product is: [OH:18][C:14]1[CH:13]=[C:12]([C:8]2[CH:7]=[C:6]3[C:11](=[CH:10][CH:9]=2)[C:2]([C:21]2[CH:22]=[N:23][CH:24]=[CH:25][CH:26]=2)=[C:3]([OH:19])[CH:4]=[CH:5]3)[CH:17]=[CH:16][CH:15]=1. (5) Given the reactants [CH2:1]([N:8]1[C:16]2[C:11](=[CH:12][C:13]([F:20])=[C:14]([N+:17]([O-:19])=[O:18])[CH:15]=2)[C:10]([C:21]([O:23]CC)=[O:22])=[C:9]1[CH:26]([CH3:28])[CH3:27])[C:2]1[CH:7]=[CH:6][CH:5]=[CH:4][CH:3]=1.[OH-].[Na+], predict the reaction product. The product is: [CH2:1]([N:8]1[C:16]2[C:11](=[CH:12][C:13]([F:20])=[C:14]([N+:17]([O-:19])=[O:18])[CH:15]=2)[C:10]([C:21]([OH:23])=[O:22])=[C:9]1[CH:26]([CH3:28])[CH3:27])[C:2]1[CH:3]=[CH:4][CH:5]=[CH:6][CH:7]=1. (6) Given the reactants [CH3:1][C:2]1[CH:26]=[CH:25][C:5]([C:6]([NH:8][C:9]2[CH:14]=[C:13]([C:15]([F:18])([F:17])[F:16])[CH:12]=[C:11]([N:19]3[CH:23]=[C:22]([CH3:24])[N:21]=[CH:20]3)[CH:10]=2)=[O:7])=[CH:4][C:3]=1[NH:27][C:28]1[N:33]=[C:32]([C:34]2[CH:35]=[N:36][CH:37]=[CH:38][CH:39]=2)[CH:31]=[CH:30][N:29]=1.[CH3:40][S:41]([OH:44])(=[O:43])=[O:42], predict the reaction product. The product is: [S:41]([OH:44])(=[O:43])(=[O:42])[CH3:40].[CH3:1][C:2]1[CH:26]=[CH:25][C:5]([C:6]([NH:8][C:9]2[CH:14]=[C:13]([C:15]([F:16])([F:17])[F:18])[CH:12]=[C:11]([N:19]3[CH:23]=[C:22]([CH3:24])[N:21]=[CH:20]3)[CH:10]=2)=[O:7])=[CH:4][C:3]=1[NH:27][C:28]1[N:33]=[C:32]([C:34]2[CH:35]=[N:36][CH:37]=[CH:38][CH:39]=2)[CH:31]=[CH:30][N:29]=1. (7) Given the reactants Cl[CH2:2][C:3]1[N:4]=[C:5]([C:9]2[CH:14]=[CH:13][CH:12]=[CH:11][CH:10]=2)[S:6][C:7]=1[CH3:8].[OH:15][C:16]1[CH:37]=[CH:36][C:19]([CH2:20][O:21]/[N:22]=[C:23](/[C:30]2[CH:35]=[CH:34][CH:33]=[CH:32][CH:31]=2)\[CH2:24][CH2:25][C:26]([O:28][CH3:29])=[O:27])=[CH:18][CH:17]=1.C(=O)([O-])[O-].[K+].[K+].O, predict the reaction product. The product is: [CH3:8][C:7]1[S:6][C:5]([C:9]2[CH:14]=[CH:13][CH:12]=[CH:11][CH:10]=2)=[N:4][C:3]=1[CH2:2][O:15][C:16]1[CH:17]=[CH:18][C:19]([CH2:20][O:21]/[N:22]=[C:23](/[C:30]2[CH:31]=[CH:32][CH:33]=[CH:34][CH:35]=2)\[CH2:24][CH2:25][C:26]([O:28][CH3:29])=[O:27])=[CH:36][CH:37]=1. (8) Given the reactants [C:1]([O:7]C(C)(C)C)(=O)[CH2:2][C:3]([CH3:5])=[O:4].[NH2:12][C:13]1[CH:18]=[CH:17][CH:16]=[C:15]([CH2:19][O:20][Si:21]([C:24]([CH3:27])([CH3:26])[CH3:25])([CH3:23])[CH3:22])[N:14]=1, predict the reaction product. The product is: [Si:21]([O:20][CH2:19][C:15]1[N:14]=[C:13]([NH:12][C:1](=[O:7])[CH2:2][C:3](=[O:4])[CH3:5])[CH:18]=[CH:17][CH:16]=1)([C:24]([CH3:27])([CH3:26])[CH3:25])([CH3:23])[CH3:22]. (9) Given the reactants Br[C:2]1[CH:3]=[CH:4][C:5]2[N:6]([C:8]([C:29]3[CH:34]=[CH:33][CH:32]=[CH:31][CH:30]=3)=[C:9]([C:11]3[CH:16]=[CH:15][C:14]([C:17]4([NH:21][C:22](=[O:28])[O:23][C:24]([CH3:27])([CH3:26])[CH3:25])[CH2:20][CH2:19][CH2:18]4)=[CH:13][CH:12]=3)[N:10]=2)[CH:7]=1.[NH:35]1[CH:39]=[CH:38][CH:37]=[N:36]1.C(=O)([O-])[O-].[K+].[K+].N1C2C(=CC=CC=2O)C=CC=1, predict the reaction product. The product is: [C:29]1([C:8]2[N:6]3[CH:7]=[C:2]([N:35]4[CH:39]=[CH:38][CH:37]=[N:36]4)[CH:3]=[CH:4][C:5]3=[N:10][C:9]=2[C:11]2[CH:12]=[CH:13][C:14]([C:17]3([NH:21][C:22](=[O:28])[O:23][C:24]([CH3:25])([CH3:26])[CH3:27])[CH2:18][CH2:19][CH2:20]3)=[CH:15][CH:16]=2)[CH:30]=[CH:31][CH:32]=[CH:33][CH:34]=1. (10) Given the reactants [F:1][C:2]([F:12])([F:11])[C:3]1[CH:10]=[CH:9][C:6]([CH2:7][NH2:8])=[CH:5][CH:4]=1.C([O:17][C:18]([C:20]1[CH:25]=[CH:24][CH:23]=[CH:22][C:21]=1[C:26]1[CH:31]=[CH:30][C:29]([CH2:32][N:33]2[C:41]3[C:36](=[CH:37][C:38]([C:42](O)=[O:43])=[CH:39][CH:40]=3)[C:35]([CH3:45])=[C:34]2[CH3:46])=[CH:28][CH:27]=1)=[O:19])(C)(C)C, predict the reaction product. The product is: [CH3:46][C:34]1[N:33]([CH2:32][C:29]2[CH:30]=[CH:31][C:26]([C:21]3[C:20]([C:18]([OH:19])=[O:17])=[CH:25][CH:24]=[CH:23][CH:22]=3)=[CH:27][CH:28]=2)[C:41]2[C:36]([C:35]=1[CH3:45])=[CH:37][C:38]([C:42](=[O:43])[NH:8][CH2:7][C:6]1[CH:9]=[CH:10][C:3]([C:2]([F:11])([F:12])[F:1])=[CH:4][CH:5]=1)=[CH:39][CH:40]=2.